The task is: Regression/Classification. Given a drug SMILES string, predict its absorption, distribution, metabolism, or excretion properties. Task type varies by dataset: regression for continuous measurements (e.g., permeability, clearance, half-life) or binary classification for categorical outcomes (e.g., BBB penetration, CYP inhibition). Dataset: cyp3a4_veith.. This data is from CYP3A4 inhibition data for predicting drug metabolism from PubChem BioAssay. (1) The molecule is COc1ccc(Oc2ncc3nc(-c4ccc(Cl)cc4)c(=O)n(C4CC4)c3n2)cc1. The result is 1 (inhibitor). (2) The drug is COc1ccc(CNC(=O)Cc2c(C(=O)O)[nH]c3ccccc23)cc1. The result is 0 (non-inhibitor). (3) The molecule is CC(C)=CCC1=C(OCC(=O)O)C(=O)c2ccccc2C1=O. The result is 0 (non-inhibitor). (4) The drug is O=C(O)CCC(=O)N1CCC[C@H]1C(=O)O. The result is 0 (non-inhibitor). (5) The compound is O=C(O)[C@@H]1CCN(Cc2oc(CO)cc(=O)c2O)C1. The result is 0 (non-inhibitor). (6) The result is 0 (non-inhibitor). The compound is CCOc1ccc(C(=O)Nc2ccc(Cl)cn2)cc1Cl. (7) The drug is CN1CCN2c3ncccc3Cc3ccccc3C2C1. The result is 0 (non-inhibitor). (8) The molecule is C/C(CCC(=O)OC[C@@H]1O[C@H](C#Cc2ccccc2)C=C[C@@H]1Oc1ccc(C)cc1)=N/OC[C@@H](O)[C@H]1O[C@H]2OC(C)(C)O[C@H]2[C@@H]1O. The result is 1 (inhibitor). (9) The result is 0 (non-inhibitor). The drug is CCOC(=O)CCCN.